From a dataset of Forward reaction prediction with 1.9M reactions from USPTO patents (1976-2016). Predict the product of the given reaction. (1) Given the reactants [Cl:1][C:2]1[N:6]([CH3:7])[N:5]=[C:4]([CH3:8])[C:3]=1[CH2:9]O.C1C=CC(P([N:25]=[N+:26]=[N-:27])(C2C=CC=CC=2)=O)=CC=1.C1CCN2C(=NCCC2)CC1.CC(=O)OCC, predict the reaction product. The product is: [N:25]([CH2:9][C:3]1[C:4]([CH3:8])=[N:5][N:6]([CH3:7])[C:2]=1[Cl:1])=[N+:26]=[N-:27]. (2) Given the reactants CN(C)/[CH:3]=[CH:4]/[C:5]([C:7]1[CH:8]=[C:9]([N:19]2[CH2:24][CH2:23][N:22]([C:25]([O:27][C:28]([CH3:31])([CH3:30])[CH3:29])=[O:26])[CH2:21][CH2:20]2)[C:10]2[C:15]([CH:16]=1)=[CH:14][CH:13]=[C:12]([O:17][CH3:18])[CH:11]=2)=O.Cl.[CH3:34][N:35](N)[C:36]([NH2:38])=[NH:37].[O-]CC.[Na+], predict the reaction product. The product is: [CH3:18][O:17][C:12]1[CH:11]=[C:10]2[C:15]([CH:16]=[C:7]([C:5]3[CH:4]=[CH:3][N:38]=[C:36]([NH:35][CH3:34])[N:37]=3)[CH:8]=[C:9]2[N:19]2[CH2:20][CH2:21][N:22]([C:25]([O:27][C:28]([CH3:30])([CH3:31])[CH3:29])=[O:26])[CH2:23][CH2:24]2)=[CH:14][CH:13]=1. (3) Given the reactants Br[C:2]1[CH:3]=[C:4]2[C:9](=[CH:10][CH:11]=1)[C:8](=[O:12])[NH:7][N:6]=[C:5]2[Cl:13].Cl.[NH2:15][CH2:16][C:17]1[CH:18]=[C:19]([NH:23][C:24](=[O:26])[CH3:25])[CH:20]=[CH:21][CH:22]=1.C1C=CC(P(C2C(C3C(P(C4C=CC=CC=4)C4C=CC=CC=4)=CC=C4C=3C=CC=C4)=C3C(C=CC=C3)=CC=2)C2C=CC=CC=2)=CC=1.CC([O-])(C)C.[Na+], predict the reaction product. The product is: [Cl:13][C:5]1[C:4]2[C:9](=[CH:10][CH:11]=[C:2]([NH:15][CH2:16][C:17]3[CH:18]=[C:19]([NH:23][C:24](=[O:26])[CH3:25])[CH:20]=[CH:21][CH:22]=3)[CH:3]=2)[C:8](=[O:12])[NH:7][N:6]=1. (4) Given the reactants [Cl:1][C:2]1[N:7]=[C:6]([CH2:8][C:9]([C:11]2[CH:12]=[C:13]([NH:17][C:18](=[O:27])[C:19]3[C:24]([F:25])=[CH:23][CH:22]=[CH:21][C:20]=3[F:26])[CH:14]=[CH:15][CH:16]=2)=O)[CH:5]=[CH:4][N:3]=1.[NH2:28][C:29]([CH:31]1[CH2:36][CH2:35][N:34]([C:37]([O:39][C:40]([CH3:43])([CH3:42])[CH3:41])=[O:38])[CH2:33][CH2:32]1)=[S:30], predict the reaction product. The product is: [Cl:1][C:2]1[N:7]=[C:6]([C:8]2[S:30][C:29]([CH:31]3[CH2:36][CH2:35][N:34]([C:37]([O:39][C:40]([CH3:43])([CH3:42])[CH3:41])=[O:38])[CH2:33][CH2:32]3)=[N:28][C:9]=2[C:11]2[CH:16]=[CH:15][CH:14]=[C:13]([NH:17][C:18]([C:19]3[C:24]([F:25])=[CH:23][CH:22]=[CH:21][C:20]=3[F:26])=[O:27])[CH:12]=2)[CH:5]=[CH:4][N:3]=1. (5) Given the reactants [ClH:1].FC1C=CC(F)=CC=1[N:10]1[CH2:14][CH2:13][CH2:12][CH2:11]1.Br[C:16]1[CH:17]=[C:18]([F:26])[CH:19]=[CH:20][C:21]=1[O:22][CH:23]([F:25])[F:24], predict the reaction product. The product is: [ClH:1].[F:24][CH:23]([F:25])[O:22][C:21]1[CH:20]=[CH:19][C:18]([F:26])=[CH:17][C:16]=1[C@H:11]1[CH2:12][CH2:13][CH2:14][NH:10]1.